The task is: Predict the product of the given reaction.. This data is from Forward reaction prediction with 1.9M reactions from USPTO patents (1976-2016). (1) Given the reactants CS[C:3]1[NH:4][CH:5]=[C:6]([CH2:10][C:11]2[CH:12]=[N:13][CH:14]=[N:15][CH:16]=2)[C:7](=[O:9])[N:8]=1.[Cl:17][C:18]1[CH:33]=[CH:32][C:21]([O:22][C:23]2[CH:28]=[CH:27][C:26]([CH2:29][CH2:30][NH2:31])=[CH:25][CH:24]=2)=[CH:20][C:19]=1[C:34]([F:37])([F:36])[F:35].[CH2:38](O)C, predict the reaction product. The product is: [Cl:17][C:18]1[CH:33]=[CH:32][C:21]([O:22][C:23]2[CH:28]=[CH:27][C:26]([CH2:29][CH2:30][NH:31][C:3]3[N:4]([CH3:38])[CH:5]=[C:6]([CH2:10][C:11]4[CH:12]=[N:13][CH:14]=[N:15][CH:16]=4)[C:7](=[O:9])[N:8]=3)=[CH:25][CH:24]=2)=[CH:20][C:19]=1[C:34]([F:35])([F:36])[F:37]. (2) The product is: [Cl:3][C:4]1[CH:5]=[C:6]([Cl:25])[C:7]2[C:8]3[CH2:17][CH2:16][N:15]([C:18]([O:20][C:21]([CH3:22])([CH3:24])[CH3:23])=[O:19])[CH2:14][CH2:13][C:9]=3[N:10]([CH2:27][CH2:28][O:29][C:30]3[CH:35]=[CH:34][CH:33]=[CH:32][CH:31]=3)[C:11]=2[CH:12]=1. Given the reactants [H-].[Na+].[Cl:3][C:4]1[CH:5]=[C:6]([Cl:25])[C:7]2[C:8]3[CH2:17][CH2:16][N:15]([C:18]([O:20][C:21]([CH3:24])([CH3:23])[CH3:22])=[O:19])[CH2:14][CH2:13][C:9]=3[NH:10][C:11]=2[CH:12]=1.Br[CH2:27][CH2:28][O:29][C:30]1[CH:35]=[CH:34][CH:33]=[CH:32][CH:31]=1, predict the reaction product. (3) Given the reactants [Cl:1][C:2]1[CH:3]=[C:4]([CH:8]=[CH:9][C:10]=1[C:11](=[O:26])[NH:12][C:13]1[CH:18]=[CH:17][C:16]([Cl:19])=[C:15]([C:20]2[CH:25]=[CH:24][CH:23]=[CH:22][N:21]=2)[CH:14]=1)[C:5]([OH:7])=O.[CH3:27][N:28]1[CH2:33][CH2:32][NH:31][CH2:30][CH2:29]1, predict the reaction product. The product is: [Cl:1][C:2]1[CH:3]=[C:4]([C:5]([N:31]2[CH2:32][CH2:33][N:28]([CH3:27])[CH2:29][CH2:30]2)=[O:7])[CH:8]=[CH:9][C:10]=1[C:11]([NH:12][C:13]1[CH:18]=[CH:17][C:16]([Cl:19])=[C:15]([C:20]2[CH:25]=[CH:24][CH:23]=[CH:22][N:21]=2)[CH:14]=1)=[O:26]. (4) Given the reactants [CH3:1][C:2]1[C:6]([C:7]([O:9][CH2:10][CH3:11])=[O:8])=[CH:5][NH:4][N:3]=1.C(=O)([O-])[O-].[K+].[K+].[Cl:18][C:19]1[N:24]=[C:23](Cl)[CH:22]=[CH:21][N:20]=1, predict the reaction product. The product is: [Cl:18][C:19]1[N:24]=[C:23]([N:4]2[CH:5]=[C:6]([C:7]([O:9][CH2:10][CH3:11])=[O:8])[C:2]([CH3:1])=[N:3]2)[CH:22]=[CH:21][N:20]=1. (5) Given the reactants [Si:1]([O:18][CH2:19][C:20]1([CH2:26][OH:27])[CH2:25][CH2:24][CH2:23][CH2:22][CH2:21]1)([C:14]([CH3:17])([CH3:16])[CH3:15])([C:8]1[CH:13]=[CH:12][CH:11]=[CH:10][CH:9]=1)[C:2]1[CH:7]=[CH:6][CH:5]=[CH:4][CH:3]=1.C[N+]1([O-])CCOCC1, predict the reaction product. The product is: [Si:1]([O:18][CH2:19][C:20]1([CH:26]=[O:27])[CH2:25][CH2:24][CH2:23][CH2:22][CH2:21]1)([C:14]([CH3:16])([CH3:17])[CH3:15])([C:8]1[CH:9]=[CH:10][CH:11]=[CH:12][CH:13]=1)[C:2]1[CH:3]=[CH:4][CH:5]=[CH:6][CH:7]=1. (6) The product is: [CH2:2]([O:4][C:5]([CH:7]1[CH:12]([NH:13][CH2:32][C:31]2[CH:34]=[CH:35][C:28]([F:27])=[CH:29][CH:30]=2)[CH2:11][CH:10]=[CH:9][CH2:8]1)=[O:6])[CH3:3]. Given the reactants Cl.[CH2:2]([O:4][C:5]([C@H:7]1[C@@H:12]([NH2:13])[CH2:11][CH:10]=[CH:9][CH2:8]1)=[O:6])[CH3:3].C(N(CC)CC)C.S([O-])([O-])(=O)=O.[Mg+2].[F:27][C:28]1[CH:35]=[CH:34][C:31]([CH:32]=O)=[CH:30][CH:29]=1.[BH4-].[Na+].C(=O)(O)[O-].[Na+], predict the reaction product. (7) Given the reactants [CH3:1][C:2]1[C:3](=O)[NH:4][N:5]=[C:6]([C:8]2[CH:13]=[CH:12][CH:11]=[CH:10][CH:9]=2)[CH:7]=1.P(Cl)(Cl)([Cl:17])=O.Cl.OP(O)(O)=O, predict the reaction product. The product is: [Cl:17][C:3]1[N:4]=[N:5][C:6]([C:8]2[CH:13]=[CH:12][CH:11]=[CH:10][CH:9]=2)=[CH:7][C:2]=1[CH3:1]. (8) Given the reactants [F:1][C:2]1[CH:3]=[C:4]([NH:9][C:10]([C:12]2[CH:13]=[C:14]([S:19]([Cl:22])(=[O:21])=[O:20])[CH:15]=[CH:16][C:17]=2[F:18])=[O:11])[CH:5]=[CH:6][C:7]=1[F:8].CCN(CC)CC.[CH2:30]([O:32][NH2:33])[CH3:31], predict the reaction product. The product is: [ClH:22].[F:1][C:2]1[CH:3]=[C:4]([NH:9][C:10](=[O:11])[C:12]2[CH:13]=[C:14]([S:19](=[O:21])(=[O:20])[NH:33][O:32][CH2:30][CH3:31])[CH:15]=[CH:16][C:17]=2[F:18])[CH:5]=[CH:6][C:7]=1[F:8]. (9) Given the reactants [OH:1][C:2]1[CH:3]=[C:4]([C:14]([NH:16][C:17]2[CH:21]=[CH:20][N:19](C(OC(C)(C)C)=O)[N:18]=2)=[O:15])[CH:5]=[C:6]([O:8][C@@H:9]([CH3:13])[CH2:10][O:11][CH3:12])[CH:7]=1.[N:29]1([C:33]([C:35]2[CH:36]=[CH:37][C:38](Cl)=[N:39][CH:40]=2)=[O:34])[CH2:32][CH2:31][CH2:30]1.C(=O)([O-])[O-].[K+].[K+], predict the reaction product. The product is: [N:29]1([C:33]([C:35]2[CH:36]=[CH:37][C:38]([O:1][C:2]3[CH:3]=[C:4]([CH:5]=[C:6]([O:8][C@@H:9]([CH3:13])[CH2:10][O:11][CH3:12])[CH:7]=3)[C:14]([NH:16][C:17]3[CH:21]=[CH:20][NH:19][N:18]=3)=[O:15])=[N:39][CH:40]=2)=[O:34])[CH2:32][CH2:31][CH2:30]1. (10) Given the reactants ClC1C=C(C2SC(C(O)=O)=CC=2C2C=CC=C(C#N)C=2)C=C(F)C=1.[Cl:25][C:26]1[CH:27]=[C:28]([C:33]2[S:37][C:36]([C:38]([O:40]CC)=[O:39])=[CH:35][C:34]=2[C:43]2[CH:48]=[CH:47][C:46]([F:49])=[C:45]([C:50]#[N:51])[CH:44]=2)[CH:29]=[C:30]([F:32])[CH:31]=1, predict the reaction product. The product is: [Cl:25][C:26]1[CH:27]=[C:28]([C:33]2[S:37][C:36]([C:38]([OH:40])=[O:39])=[CH:35][C:34]=2[C:43]2[CH:48]=[CH:47][C:46]([F:49])=[C:45]([C:50]#[N:51])[CH:44]=2)[CH:29]=[C:30]([F:32])[CH:31]=1.